From a dataset of Forward reaction prediction with 1.9M reactions from USPTO patents (1976-2016). Predict the product of the given reaction. (1) Given the reactants [NH:1]1[C:5]2=[N:6][CH:7]=[C:8]([NH:10][C:11]3[C:12]4[C:19]5[CH2:20][CH2:21][C@H:22]([C:24](O)=[O:25])[CH2:23][C:18]=5[S:17][C:13]=4[N:14]=[CH:15][N:16]=3)[CH:9]=[C:4]2[CH:3]=[N:2]1.[NH:27]1[CH2:30][CH:29]([C:31]#[N:32])[CH2:28]1, predict the reaction product. The product is: [NH:1]1[C:5]2=[N:6][CH:7]=[C:8]([NH:10][C:11]3[C:12]4[C:19]5[CH2:20][CH2:21][C@H:22]([C:24]([N:27]6[CH2:30][CH:29]([C:31]#[N:32])[CH2:28]6)=[O:25])[CH2:23][C:18]=5[S:17][C:13]=4[N:14]=[CH:15][N:16]=3)[CH:9]=[C:4]2[CH:3]=[N:2]1. (2) Given the reactants [C:1]([N:8]1[CH2:13][CH2:12][C:11](=O)[CH2:10][CH2:9]1)([O:3][C:4]([CH3:7])([CH3:6])[CH3:5])=[O:2].[CH2:15]([NH2:20])[CH2:16][CH:17]([CH3:19])[CH3:18], predict the reaction product. The product is: [CH3:18][CH:17]([CH3:19])[CH2:16][CH2:15][NH:20][CH:11]1[CH2:12][CH2:13][N:8]([C:1]([O:3][C:4]([CH3:7])([CH3:6])[CH3:5])=[O:2])[CH2:9][CH2:10]1. (3) Given the reactants [Br:1][CH2:2][C:3]([C:5]1[S:6][CH:7]=[CH:8][N:9]=1)=[O:4].[S:10]1[CH:14]=[C:13]([CH:15]([NH:27][C:28]2[CH:33]=[CH:32][CH:31]=[CH:30][CH:29]=2)[C:16]([O:18][C@@H:19]2[CH:24]3[CH2:25][CH2:26][N:21]([CH2:22][CH2:23]3)[CH2:20]2)=[O:17])[C:12]2[CH:34]=[CH:35][CH:36]=[CH:37][C:11]1=2, predict the reaction product. The product is: [Br-:1].[S:10]1[CH:14]=[C:13]([CH:15]([NH:27][C:28]2[CH:33]=[CH:32][CH:31]=[CH:30][CH:29]=2)[C:16]([O:18][C@@H:19]2[CH:24]3[CH2:25][CH2:26][N+:21]([CH2:2][C:3](=[O:4])[C:5]4[S:6][CH:7]=[CH:8][N:9]=4)([CH2:22][CH2:23]3)[CH2:20]2)=[O:17])[C:12]2[CH:34]=[CH:35][CH:36]=[CH:37][C:11]1=2. (4) Given the reactants CN(OC)[C:3](=[O:12])[C:4]1[CH:9]=[CH:8][CH:7]=[C:6]([O:10][CH3:11])[CH:5]=1.[CH2:15]([Mg]Cl)[CH2:16][CH3:17].Cl, predict the reaction product. The product is: [CH3:11][O:10][C:6]1[CH:5]=[C:4]([C:3](=[O:12])[CH2:15][CH2:16][CH3:17])[CH:9]=[CH:8][CH:7]=1. (5) Given the reactants [C:1]([C:5]1[C:10]([C:11]([O:13]CC)=[O:12])=[CH:9][N:8]=[CH:7][N:6]=1)([CH3:4])([CH3:3])[CH3:2].C(C1C(C(O)=O)=CN=C(N2CCOCC2)N=1)(C)(C)C, predict the reaction product. The product is: [C:1]([C:5]1[C:10]([C:11]([OH:13])=[O:12])=[CH:9][N:8]=[CH:7][N:6]=1)([CH3:4])([CH3:2])[CH3:3]. (6) Given the reactants C(OC([N:8]1[CH2:13][CH2:12][CH:11]([NH:14][C:15]2[CH:16]=[N:17][C:18]([N+:21]([O-:23])=[O:22])=[CH:19][CH:20]=2)[CH2:10][CH2:9]1)=O)(C)(C)C.FC(F)(F)C(O)=O.[ClH:31], predict the reaction product. The product is: [ClH:31].[N+:21]([C:18]1[N:17]=[CH:16][C:15]([NH:14][CH:11]2[CH2:12][CH2:13][NH:8][CH2:9][CH2:10]2)=[CH:20][CH:19]=1)([O-:23])=[O:22].[ClH:31]. (7) Given the reactants C([O:8][C:9]1[C:10](=[O:28])[N:11]([CH3:27])[CH:12]=[C:13]([N:15]2[CH2:19][CH:18]([C:20]3[CH:25]=[CH:24][CH:23]=[CH:22][CH:21]=3)[CH2:17][C:16]2=[O:26])[CH:14]=1)C1C=CC=CC=1, predict the reaction product. The product is: [OH:8][C:9]1[C:10](=[O:28])[N:11]([CH3:27])[CH:12]=[C:13]([N:15]2[CH2:19][CH:18]([C:20]3[CH:21]=[CH:22][CH:23]=[CH:24][CH:25]=3)[CH2:17][C:16]2=[O:26])[CH:14]=1. (8) Given the reactants [Cl:1][C:2]1[CH:7]=[CH:6][C:5]([N:8]2[CH2:16][C:15]3[C:10](=[CH:11][C:12]([O:19]C)=[C:13]([O:17]C)[CH:14]=3)[C:9]2=[O:21])=[CH:4][CH:3]=1.B(Br)(Br)Br, predict the reaction product. The product is: [Cl:1][C:2]1[CH:7]=[CH:6][C:5]([N:8]2[CH2:16][C:15]3[C:10](=[CH:11][C:12]([OH:19])=[C:13]([OH:17])[CH:14]=3)[C:9]2=[O:21])=[CH:4][CH:3]=1.